Dataset: Full USPTO retrosynthesis dataset with 1.9M reactions from patents (1976-2016). Task: Predict the reactants needed to synthesize the given product. (1) Given the product [CH3:1][C:2]1([CH3:32])[CH2:11][CH:10]=[C:9]([C:12]2[CH:17]=[CH:16][CH:15]=[C:14]([CH3:18])[CH:13]=2)[C:8]2[CH:7]=[C:6]([CH:19]=[CH:20][C:21]3[CH:22]=[CH:23][C:24]([C:25]([OH:27])=[O:26])=[CH:30][CH:31]=3)[CH:5]=[CH:4][C:3]1=2, predict the reactants needed to synthesize it. The reactants are: [CH3:1][C:2]1([CH3:32])[CH2:11][CH:10]=[C:9]([C:12]2[CH:17]=[CH:16][CH:15]=[C:14]([CH3:18])[CH:13]=2)[C:8]2[CH:7]=[C:6]([C:19]#[C:20][C:21]3[CH:31]=[CH:30][C:24]([C:25]([O:27]CC)=[O:26])=[CH:23][CH:22]=3)[CH:5]=[CH:4][C:3]1=2.[OH-].[Na+].Cl. (2) Given the product [F:1][C:2]1[CH:17]=[C:16]([CH2:18][NH:27][CH2:26][CH2:25][C:21]2[S:20][CH:24]=[CH:23][CH:22]=2)[CH:15]=[CH:14][C:3]=1[O:4][C:5]1[CH:6]=[CH:7][C:8]([C:11]([NH2:13])=[O:12])=[N:9][CH:10]=1, predict the reactants needed to synthesize it. The reactants are: [F:1][C:2]1[CH:17]=[C:16]([CH:18]=O)[CH:15]=[CH:14][C:3]=1[O:4][C:5]1[CH:6]=[CH:7][C:8]([C:11]([NH2:13])=[O:12])=[N:9][CH:10]=1.[S:20]1[CH:24]=[CH:23][CH:22]=[C:21]1[CH2:25][CH2:26][NH2:27]. (3) Given the product [C:25]1([CH2:20][CH2:21][CH2:22][C:23]#[C:24][C:6]2[CH:5]=[CH:4][C:3]([CH:1]=[O:2])=[CH:8][CH:7]=2)[CH:30]=[CH:29][CH:28]=[CH:27][CH:26]=1, predict the reactants needed to synthesize it. The reactants are: [CH:1]([C:3]1[CH:8]=[CH:7][C:6](OS(C2C=CC(C)=CC=2)(=O)=O)=[CH:5][CH:4]=1)=[O:2].[CH2:20]([C:25]1[CH:30]=[CH:29][CH:28]=[CH:27][CH:26]=1)[CH2:21][CH2:22][C:23]#[CH:24]. (4) Given the product [Br:22][CH2:19][C:16]1[CH:17]=[CH:18][C:13]([CH:5]([CH2:4][CH2:3][C:2]([F:20])([F:21])[F:1])[C:6]([O:8][C:9]([CH3:12])([CH3:11])[CH3:10])=[O:7])=[CH:14][CH:15]=1, predict the reactants needed to synthesize it. The reactants are: [F:1][C:2]([F:21])([F:20])[CH2:3][CH2:4][CH:5]([C:13]1[CH:18]=[CH:17][C:16]([CH3:19])=[CH:15][CH:14]=1)[C:6]([O:8][C:9]([CH3:12])([CH3:11])[CH3:10])=[O:7].[Br:22]N1C(=O)CCC1=O. (5) Given the product [CH:21]1([N:18]2[CH2:17][CH2:16][N:15]([C:13](=[O:14])[CH2:12][N:7]3[CH2:6][CH2:5][C:4]4[C:9](=[CH:10][CH:11]=[C:2]([C:30]5[N:31]=[N:32][CH:33]=[CH:34][CH:35]=5)[CH:3]=4)[CH2:8]3)[CH2:20][CH2:19]2)[CH2:22][CH2:23][CH2:24]1, predict the reactants needed to synthesize it. The reactants are: Br[C:2]1[CH:3]=[C:4]2[C:9](=[CH:10][CH:11]=1)[CH2:8][N:7]([CH2:12][C:13]([N:15]1[CH2:20][CH2:19][N:18]([CH:21]3[CH2:24][CH2:23][CH2:22]3)[CH2:17][CH2:16]1)=[O:14])[CH2:6][CH2:5]2.C([Sn](CCCC)(CCCC)[C:30]1[N:31]=[N:32][CH:33]=[CH:34][CH:35]=1)CCC.C1(C)C=CC=CC=1. (6) The reactants are: [NH2:1][C:2]1[CH:23]=[CH:22][C:5]([O:6][C:7]2[CH:8]=[CH:9][C:10]3[N:11]([CH:13]=[C:14]([NH:16][C:17]([CH:19]4[CH2:21][CH2:20]4)=[O:18])[N:15]=3)[CH:12]=2)=[C:4](F)[CH:3]=1.[F:25][C:26]1[CH:31]=[C:30]([F:32])[CH:29]=[CH:28][C:27]=1[N:33]1[C:38]([CH3:39])=[CH:37][CH:36]=[C:35]([C:40](O)=[O:41])[C:34]1=[O:43].CN(C(ON1N=NC2C=CC=NC1=2)=[N+](C)C)C.[F:61][P-](F)(F)(F)(F)F.C(N(CC)C(C)C)(C)C.C(=O)([O-])O.[Na+]. Given the product [CH:19]1([C:17]([NH:16][C:14]2[N:15]=[C:10]3[CH:9]=[CH:8][C:7]([O:6][C:5]4[CH:22]=[CH:23][C:2]([NH:1][C:40]([C:35]5[C:34](=[O:43])[N:33]([C:27]6[CH:28]=[CH:29][C:30]([F:32])=[CH:31][C:26]=6[F:25])[C:38]([CH3:39])=[CH:37][CH:36]=5)=[O:41])=[C:3]([F:61])[CH:4]=4)=[CH:12][N:11]3[CH:13]=2)=[O:18])[CH2:21][CH2:20]1, predict the reactants needed to synthesize it.